From a dataset of Forward reaction prediction with 1.9M reactions from USPTO patents (1976-2016). Predict the product of the given reaction. (1) Given the reactants C(O[C:4]([N:6]=[C:7]=[S:8])=[O:5])C.C(OC([C:14]1[NH:15][CH:16]=[CH:17][C:18]=1[NH:19][CH2:20][CH2:21][CH2:22][CH3:23])=O)C.[OH-].[K+].Cl, predict the reaction product. The product is: [CH2:20]([N:19]1[C:18]2[CH:17]=[CH:16][NH:15][C:14]=2[C:7](=[S:8])[NH:6][C:4]1=[O:5])[CH2:21][CH2:22][CH3:23]. (2) Given the reactants [CH2:1]([N:8]1[CH2:13][CH2:12][N:11]([C:14](=O)[CH2:15][O:16][CH3:17])[CH2:10][CH2:9]1)[C:2]1[CH:7]=[CH:6][CH:5]=[CH:4][CH:3]=1.[CH2:19]([Mg]Br)[CH3:20].[CH2:23]1COC[CH2:24]1, predict the reaction product. The product is: [CH2:1]([N:8]1[CH2:13][CH2:12][N:11]([C:14]2([CH2:15][O:16][CH3:17])[CH2:20][CH2:19]2)[CH2:10][CH2:9]1)[C:2]1[CH:7]=[CH:6][CH:5]=[CH:4][CH:3]=1.[CH2:1]([N:8]1[CH2:13][CH2:12][N:11]([C:14]([CH2:19][CH3:20])([CH2:15][O:16][CH3:17])[CH2:23][CH3:24])[CH2:10][CH2:9]1)[C:2]1[CH:7]=[CH:6][CH:5]=[CH:4][CH:3]=1. (3) Given the reactants [Ce:1].[C:2](=[O:5])([O-:4])[O-:3], predict the reaction product. The product is: [C:2](=[O:3])([O-:5])[O-:4].[Ce+3:1].[C:2](=[O:3])([O-:5])[O-:4].[C:2](=[O:3])([O-:5])[O-:4].[Ce+3:1]. (4) Given the reactants Br[C:2]1[CH:3]=[C:4]([CH3:10])[C:5]([F:9])=[C:6]([CH3:8])[CH:7]=1.[CH3:11][C:12]1([CH3:28])[C:16]([CH3:18])([CH3:17])[O:15][B:14]([B:14]2[O:15][C:16]([CH3:18])([CH3:17])[C:12]([CH3:28])([CH3:11])[O:13]2)[O:13]1.C1(P(C2CCCCC2)C2C=CC=CC=2C2C(OC)=CC=CC=2OC)CCCCC1.C([O-])(=O)C.[K+], predict the reaction product. The product is: [F:9][C:5]1[C:4]([CH3:10])=[CH:3][C:2]([B:14]2[O:15][C:16]([CH3:18])([CH3:17])[C:12]([CH3:28])([CH3:11])[O:13]2)=[CH:7][C:6]=1[CH3:8].